This data is from Full USPTO retrosynthesis dataset with 1.9M reactions from patents (1976-2016). The task is: Predict the reactants needed to synthesize the given product. Given the product [CH3:13][O:14][C@H:7]([CH3:9])[C@H:6]([NH:5][C:3]([O:2][CH3:1])=[O:4])[C:10]([OH:12])=[O:11], predict the reactants needed to synthesize it. The reactants are: [CH3:1][O:2][C:3]([NH:5][C@H:6]([C:10]([OH:12])=[O:11])[CH:7]([CH3:9])C)=[O:4].[CH3:13][O:14][C@H](C)[C@@H](C(O)=O)N.